This data is from Full USPTO retrosynthesis dataset with 1.9M reactions from patents (1976-2016). The task is: Predict the reactants needed to synthesize the given product. (1) Given the product [CH3:9][N:7]1[CH:8]=[C:4]([N+:1]([O-:3])=[O:2])[CH:5]=[C:6]1[C:10]([O:16][CH3:18])=[O:15], predict the reactants needed to synthesize it. The reactants are: [N+:1]([C:4]1[CH:5]=[C:6]([C:10](=[O:15])C(Cl)(Cl)Cl)[N:7]([CH3:9])[CH:8]=1)([O-:3])=[O:2].[O:16]([CH3:18])[Na].OS(O)(=O)=O. (2) Given the product [CH3:16][C:17]1[CH:18]=[C:19]([CH:23]=[C:24]([CH3:26])[CH:25]=1)[C:20]([NH:2][CH:3]1[CH2:8][CH2:7][CH2:6][NH:5][C:4]1=[O:9])=[O:21], predict the reactants needed to synthesize it. The reactants are: Cl.[NH2:2][CH:3]1[CH2:8][CH2:7][CH2:6][NH:5][C:4]1=[O:9].C([O-])([O-])=O.[K+].[K+].[CH3:16][C:17]1[CH:18]=[C:19]([CH:23]=[C:24]([CH3:26])[CH:25]=1)[C:20](Cl)=[O:21].